Dataset: Forward reaction prediction with 1.9M reactions from USPTO patents (1976-2016). Task: Predict the product of the given reaction. (1) Given the reactants [C:1]([C:3]1[C:4]([N:22]2[CH2:27][CH2:26][CH:25]([C:28](O)=[O:29])[CH2:24][CH2:23]2)=[N:5][C:6]([CH2:14][N:15]2[CH2:20][CH2:19][CH2:18][CH2:17][C:16]2=[O:21])=[C:7]([C:9]([O:11][CH2:12][CH3:13])=[O:10])[CH:8]=1)#[N:2].[CH3:31][C:32]1[CH:37]=[CH:36][C:35]([CH2:38][S:39]([NH2:42])(=[O:41])=[O:40])=[CH:34][CH:33]=1, predict the reaction product. The product is: [C:1]([C:3]1[C:4]([N:22]2[CH2:27][CH2:26][CH:25]([C:28](=[O:29])[NH:42][S:39]([CH2:38][C:35]3[CH:36]=[CH:37][C:32]([CH3:31])=[CH:33][CH:34]=3)(=[O:40])=[O:41])[CH2:24][CH2:23]2)=[N:5][C:6]([CH2:14][N:15]2[CH2:20][CH2:19][CH2:18][CH2:17][C:16]2=[O:21])=[C:7]([CH:8]=1)[C:9]([O:11][CH2:12][CH3:13])=[O:10])#[N:2]. (2) Given the reactants [C:1]([C:3]1[CH:8]=[CH:7][C:6]([NH:9]C(=O)C)=[CH:5][C:4]=1[S:13]([C:16]([F:19])([F:18])[F:17])(=[O:15])=[O:14])#[N:2].Cl, predict the reaction product. The product is: [NH2:9][C:6]1[CH:7]=[CH:8][C:3]([C:1]#[N:2])=[C:4]([S:13]([C:16]([F:19])([F:17])[F:18])(=[O:15])=[O:14])[CH:5]=1. (3) Given the reactants [C:1]([O:4][CH2:5][CH:6]([O:9][CH2:10][N:11]1[CH:15]=[CH:14][N:13]=[C:12]1[N+:16]([O-:18])=[O:17])[CH2:7]O)(=[O:3])[CH3:2].C1(C)[C:20]([S:25](Cl)(=[O:27])=[O:26])=CC=CC=1, predict the reaction product. The product is: [C:1]([O:4][CH2:5][CH:6]([O:9][CH2:10][N:11]1[CH:15]=[CH:14][N:13]=[C:12]1[N+:16]([O-:18])=[O:17])[CH2:7][S:25]([CH3:20])(=[O:27])=[O:26])(=[O:3])[CH3:2].